Dataset: Reaction yield outcomes from USPTO patents with 853,638 reactions. Task: Predict the reaction yield, written as a fraction of the theoretical maximum amount of product (1.0 means a 100% yield; for example, 0.34 means a 34% yield). (1) The reactants are [CH3:1][C:2]1[CH:3]=[CH:4][C:5]([N:10]2[CH2:15][CH2:14][O:13][CH2:12][CH2:11]2)=[C:6]([CH:9]=1)[C:7]#N.C(O)=[O:17]. The catalyst is [Ni]. The product is [CH3:1][C:2]1[CH:3]=[CH:4][C:5]([N:10]2[CH2:15][CH2:14][O:13][CH2:12][CH2:11]2)=[C:6]([CH:9]=1)[CH:7]=[O:17]. The yield is 0.160. (2) The reactants are [CH3:1][C:2]1[C:7]([N+:8]([O-:10])=[O:9])=[CH:6][CH:5]=[CH:4][C:3]=1[CH:11](O)[CH2:12][C:13]([O:15][CH2:16][CH3:17])=[O:14].C(N(CC)CC)C.CS(Cl)(=O)=O.C1CCN2C(=NCCC2)CC1. The catalyst is C(OCC)(=O)C. The product is [CH3:1][C:2]1[C:7]([N+:8]([O-:10])=[O:9])=[CH:6][CH:5]=[CH:4][C:3]=1[CH:11]=[CH:12][C:13]([O:15][CH2:16][CH3:17])=[O:14]. The yield is 0.630.